From a dataset of Forward reaction prediction with 1.9M reactions from USPTO patents (1976-2016). Predict the product of the given reaction. (1) Given the reactants [CH3:1][CH2:2][C@H:3]1[O:18][C:16](=[O:17])[C@H:15]([CH3:19])[C@@H:14]([O:20][C@@H:21]2[O:26][C@@H:25]([CH3:27])[C@H:24]([OH:28])[C@@:23]([O:30][CH3:31])([CH3:29])[CH2:22]2)[C@H:13]([CH3:32])[C@@H:12]([O:33][C@@H:34]2[O:39][C@H:38]([CH3:40])[CH2:37][C@H:36]([N:41]([CH3:43])[CH3:42])[C@H:35]2[OH:44])[C@@:11]([O:46][CH3:47])([CH3:45])[CH2:10][C@@H:9]([CH3:48])[C:7](=[O:8])[C@H:6]([CH3:49])[C@@H:5]([OH:50])[C@@:4]1([OH:52])[CH3:51].Cl[Sn]Cl.[N+](=[CH2:58])=[N-].C(OCC)C, predict the reaction product. The product is: [CH3:1][CH2:2][C@H:3]1[O:18][C:16](=[O:17])[C@H:15]([CH3:19])[C@@H:14]([O:20][C@@H:21]2[O:26][C@@H:25]([CH3:27])[C@H:24]([OH:28])[C@@:23]([O:30][CH3:31])([CH3:29])[CH2:22]2)[C@H:13]([CH3:32])[C@@H:12]([O:33][C@@H:34]2[O:39][C@H:38]([CH3:40])[CH2:37][C@H:36]([N:41]([CH3:42])[CH3:43])[C@H:35]2[OH:44])[C@@:11]([O:46][CH3:47])([CH3:45])[CH2:10][C@@H:9]([CH3:48])[C:7](=[O:8])[C@H:6]([CH3:49])[C@@H:5]([O:50][CH3:58])[C@:4]1([OH:52])[CH3:51]. (2) Given the reactants [N+:1]([CH2:3][CH2:4]C(S(C1C=C(C=CC=1)N)(=O)=O)C)#[C-:2].[N+:17]([C:20]1[CH:21]=[C:22]([CH:25]=[CH:26][CH:27]=1)[CH:23]=[O:24])([O-:19])=[O:18].CCOC(C)=O, predict the reaction product. The product is: [CH3:4][C:3]1[N:1]=[CH:2][O:24][C:23]=1[C:22]1[CH:25]=[CH:26][CH:27]=[C:20]([N+:17]([O-:19])=[O:18])[CH:21]=1. (3) Given the reactants O1CCCC1.[F-].[CH2:7]([N+:11](CCCC)(CCCC)CCCC)CCC.C(#N)C.Br[CH2:28][C:29]1[CH:34]=[C:33]([CH:35]([S:44][C:45]2[CH:50]=[CH:49][C:48]([Cl:51])=[CH:47][CH:46]=2)[C:36]2[CH:41]=[C:40]([F:42])[CH:39]=[CH:38][C:37]=2[F:43])[C:32]([Cl:52])=[CH:31][N:30]=1, predict the reaction product. The product is: [Cl:52][C:32]1[C:33]([CH:35]([S:44][C:45]2[CH:50]=[CH:49][C:48]([Cl:51])=[CH:47][CH:46]=2)[C:36]2[CH:41]=[C:40]([F:42])[CH:39]=[CH:38][C:37]=2[F:43])=[CH:34][C:29]([CH2:28][C:7]#[N:11])=[N:30][CH:31]=1. (4) Given the reactants Cl.[CH3:2][NH:3][C@@H:4]([CH2:20][C:21]1[CH:26]=[CH:25][CH:24]=[CH:23][CH:22]=1)[CH2:5][CH2:6][NH:7][C:8]([C:10]1[N:14]([CH3:15])[C:13]2[CH:16]=[CH:17][CH:18]=[CH:19][C:12]=2[N:11]=1)=[O:9].[F:27][C:28]([F:43])([F:42])[C:29]1[CH:30]=[C:31]([CH:35]=[C:36]([C:38]([F:41])([F:40])[F:39])[CH:37]=1)[C:32](Cl)=[O:33].C(=O)([O-])[O-].[K+].[K+], predict the reaction product. The product is: [F:27][C:28]([F:43])([F:42])[C:29]1[CH:30]=[C:31]([CH:35]=[C:36]([C:38]([F:41])([F:40])[F:39])[CH:37]=1)[C:32]([N:3]([CH3:2])[C@@H:4]([CH2:20][C:21]1[CH:22]=[CH:23][CH:24]=[CH:25][CH:26]=1)[CH2:5][CH2:6][NH:7][C:8]([C:10]1[N:14]([CH3:15])[C:13]2[CH:16]=[CH:17][CH:18]=[CH:19][C:12]=2[N:11]=1)=[O:9])=[O:33]. (5) The product is: [CH3:19][O:20][C:21]1[CH:30]=[C:29]2[C:24]([N:25]=[CH:26][C:27](=[O:35])[N:28]2[CH2:31][CH2:32][CH2:33][NH:1][C@@H:2]2[CH2:6][N:5]([C:7]3[CH:8]=[CH:9][C:10]4[O:15][CH2:14][C:13](=[O:16])[NH:12][C:11]=4[CH:17]=3)[C:4](=[O:18])[CH2:3]2)=[CH:23][CH:22]=1. Given the reactants [NH2:1][C@@H:2]1[CH2:6][N:5]([C:7]2[CH:8]=[CH:9][C:10]3[O:15][CH2:14][C:13](=[O:16])[NH:12][C:11]=3[CH:17]=2)[C:4](=[O:18])[CH2:3]1.[CH3:19][O:20][C:21]1[CH:30]=[C:29]2[C:24]([N:25]=[CH:26][C:27](=[O:35])[N:28]2[CH2:31][CH2:32][CH:33]=O)=[CH:23][CH:22]=1.S([O-])([O-])(=O)=O.[Na+].[Na+].C(O[BH-](OC(=O)C)OC(=O)C)(=O)C.[Na+].C(=O)([O-])O.[Na+], predict the reaction product. (6) Given the reactants [CH3:1][C:2]1[CH:3]=[C:4]([NH:9][CH2:10][CH2:11][C:12]2[CH:17]=[CH:16][C:15]([C:18]([F:21])([F:20])[F:19])=[CH:14][CH:13]=2)[CH:5]=[CH:6][C:7]=1[CH3:8].[C:22]([O:26][C:27]([NH:29][CH:30]([C:34]1[CH:39]=[CH:38][CH:37]=[CH:36][C:35]=1[O:40][CH3:41])[C:31](O)=[O:32])=[O:28])([CH3:25])([CH3:24])[CH3:23], predict the reaction product. The product is: [C:22]([O:26][C:27](=[O:28])[NH:29][CH:30]([C:31](=[O:32])[N:9]([C:4]1[CH:5]=[CH:6][C:7]([CH3:8])=[C:2]([CH3:1])[CH:3]=1)[CH2:10][CH2:11][C:12]1[CH:17]=[CH:16][C:15]([C:18]([F:20])([F:19])[F:21])=[CH:14][CH:13]=1)[C:34]1[CH:39]=[CH:38][CH:37]=[CH:36][C:35]=1[O:40][CH3:41])([CH3:25])([CH3:23])[CH3:24]. (7) Given the reactants [Cl:1][C:2]1[CH:3]=[CH:4][C:5]([CH3:9])=[C:6]([NH2:8])[CH:7]=1.C(N(CC)CC)C.[C:17](OC(=O)C)(=[O:19])[CH3:18], predict the reaction product. The product is: [Cl:1][C:2]1[CH:3]=[CH:4][C:5]([CH3:9])=[C:6]([NH:8][C:17](=[O:19])[CH3:18])[CH:7]=1. (8) Given the reactants [S:1]1[CH:5]=[CH:4][CH:3]=[C:2]1[CH:6]=O.[CH3:8][O:9][C:10](=[O:27])[C:11]1[C:12](=[C:17]([NH:21]CCCCC)[CH:18]=[CH:19][CH:20]=1)[C:13]([O:15][CH3:16])=[O:14], predict the reaction product. The product is: [CH3:8][O:9][C:10](=[O:27])[C:11]1[C:12](=[C:17]([NH:21][CH2:6][C:2]2[S:1][CH:5]=[CH:4][CH:3]=2)[CH:18]=[CH:19][CH:20]=1)[C:13]([O:15][CH3:16])=[O:14].